From a dataset of Catalyst prediction with 721,799 reactions and 888 catalyst types from USPTO. Predict which catalyst facilitates the given reaction. (1) Reactant: [F:1][C:2]1[CH:7]=[CH:6][C:5]([N:8]2[CH:13]=[CH:12][CH:11]=[C:10]([C:14]([OH:16])=O)[C:9]2=[O:17])=[CH:4][CH:3]=1.S(Cl)(Cl)=O.[NH2:22][C:23]1[CH:24]=[C:25]2[C:29](=[CH:30][CH:31]=1)[NH:28][C:27](=[O:32])[CH2:26]2.[NH:33]1[CH:37]=[CH:36][CH:35]=[C:34]1[CH:38]=O.N1CCCC1. Product: [NH:33]1[CH:37]=[CH:36][CH:35]=[C:34]1/[CH:38]=[C:26]1\[C:27](=[O:32])[NH:28][C:29]2[C:25]\1=[CH:24][C:23]([NH:22][C:14]([C:10]1[C:9](=[O:17])[N:8]([C:5]3[CH:4]=[CH:3][C:2]([F:1])=[CH:7][CH:6]=3)[CH:13]=[CH:12][CH:11]=1)=[O:16])=[CH:31][CH:30]=2. The catalyst class is: 139. (2) Reactant: Br[CH2:2][C:3]1[CH:8]=[CH:7][CH:6]=[C:5]([N+:9]([O-:11])=[O:10])[CH:4]=1.[C-:12]#[N:13].[Na+]. Product: [N+:9]([C:5]1[CH:4]=[C:3]([CH2:2][C:12]#[N:13])[CH:8]=[CH:7][CH:6]=1)([O-:11])=[O:10]. The catalyst class is: 3. (3) Reactant: Cl.CCO.[CH3:5][C:6]1[N:10]=[C:9]([C:11]23[CH2:16][CH:15]2[CH2:14][N:13](C(OC(C)(C)C)=O)[CH2:12]3)[O:8][N:7]=1. Product: [C:11]12([C:9]3[O:8][N:7]=[C:6]([CH3:5])[N:10]=3)[CH2:16][CH:15]1[CH2:14][NH:13][CH2:12]2. The catalyst class is: 8. (4) Reactant: [N+:1]([C:4]1[CH:9]=[CH:8][CH:7]=[C:6]([N+:10]([O-])=O)[C:5]=1[N:13]1[CH2:18][CH2:17][CH2:16][CH2:15][CH2:14]1)([O-])=O. Product: [N:13]1([C:5]2[C:6]([NH2:10])=[CH:7][CH:8]=[CH:9][C:4]=2[NH2:1])[CH2:14][CH2:15][CH2:16][CH2:17][CH2:18]1. The catalyst class is: 63. (5) Reactant: [F:1][C:2]([F:15])([F:14])[S:3](O[S:3]([C:2]([F:15])([F:14])[F:1])(=[O:5])=[O:4])(=[O:5])=[O:4].[N+:16]([C:19]1[CH:20]=[C:21]([CH:23]=[CH:24][CH:25]=1)[NH2:22])([O-:18])=[O:17].C(N(CC)CC)C. Product: [F:1][C:2]([F:15])([F:14])[S:3]([NH:22][C:21]1[CH:23]=[CH:24][CH:25]=[C:19]([N+:16]([O-:18])=[O:17])[CH:20]=1)(=[O:5])=[O:4]. The catalyst class is: 22. (6) Reactant: [B:9]1([B:9]2[O:14][CH2:13][C:12]([CH3:16])([CH3:15])[CH2:11][O:10]2)[O:14][CH2:13][C:12]([CH3:16])([CH3:15])[CH2:11][O:10]1.C([O-])(=O)C.[K+].Br[C:23]1[CH:32]=[CH:31][C:26]([O:27][CH2:28][CH2:29][OH:30])=[CH:25][CH:24]=1.ClCCl. Product: [CH3:16][C:12]1([CH3:15])[CH2:11][O:10][B:9]([C:23]2[CH:32]=[CH:31][C:26]([O:27][CH2:28][CH2:29][OH:30])=[CH:25][CH:24]=2)[O:14][CH2:13]1. The catalyst class is: 439. (7) Reactant: [NH:1]1[CH2:6][CH:5]=[CH:4][CH2:3][CH2:2]1.[OH2:7].CCN(CC)CC.[CH3:15][C:16]([O:19][C:20](O[C:20]([O:19][C:16]([CH3:18])([CH3:17])[CH3:15])=[O:21])=[O:21])([CH3:18])[CH3:17]. Product: [C:16]([O:19][C:20]([N:1]1[CH2:2][CH2:3][CH:4]2[O:7][CH:5]2[CH2:6]1)=[O:21])([CH3:18])([CH3:17])[CH3:15]. The catalyst class is: 1. (8) Product: [C:11]([CH2:12][C:13]12[CH2:19][CH:16]([CH2:17][CH2:18]1)[CH:15]=[CH:14]2)#[N:10]. The catalyst class is: 11. Reactant: CC1=C(C)C(OC1=O)=O.[NH2:10][CH2:11][CH2:12][C:13]12[CH2:19][CH:16]([CH2:17][CH2:18]1)[CH:15]=[CH:14]2.